Regression. Given a peptide amino acid sequence and an MHC pseudo amino acid sequence, predict their binding affinity value. This is MHC class I binding data. From a dataset of Peptide-MHC class I binding affinity with 185,985 pairs from IEDB/IMGT. The peptide sequence is FQYVSYSNF. The MHC is HLA-A30:01 with pseudo-sequence HLA-A30:01. The binding affinity (normalized) is 0.128.